This data is from Peptide-MHC class I binding affinity with 185,985 pairs from IEDB/IMGT. The task is: Regression. Given a peptide amino acid sequence and an MHC pseudo amino acid sequence, predict their binding affinity value. This is MHC class I binding data. (1) The peptide sequence is GLIVLPFYK. The MHC is HLA-A01:01 with pseudo-sequence HLA-A01:01. The binding affinity (normalized) is 0.0847. (2) The peptide sequence is RTKLMSNIK. The MHC is HLA-A30:01 with pseudo-sequence HLA-A30:01. The binding affinity (normalized) is 1.00. (3) The peptide sequence is LSHCWPWFK. The MHC is HLA-B46:01 with pseudo-sequence HLA-B46:01. The binding affinity (normalized) is 0.0847. (4) The peptide sequence is KYFVRSTEK. The MHC is HLA-A11:01 with pseudo-sequence HLA-A11:01. The binding affinity (normalized) is 0.308.